This data is from Full USPTO retrosynthesis dataset with 1.9M reactions from patents (1976-2016). The task is: Predict the reactants needed to synthesize the given product. (1) Given the product [C:16]([O:15][C:13]([NH:12][CH2:11][C:10]1[CH:20]=[CH:21][C:7]([CH:26]([OH:27])[CH2:25][C:24]([CH3:29])([CH3:28])[CH3:23])=[CH:8][C:9]=1[Cl:22])=[O:14])([CH3:19])([CH3:18])[CH3:17], predict the reactants needed to synthesize it. The reactants are: C([Li])CCC.Br[C:7]1[CH:21]=[CH:20][C:10]([CH2:11][NH:12][C:13]([O:15][C:16]([CH3:19])([CH3:18])[CH3:17])=[O:14])=[C:9]([Cl:22])[CH:8]=1.[CH3:23][C:24]([CH3:29])([CH3:28])[CH2:25][CH:26]=[O:27]. (2) Given the product [N:1]1[C:30]([NH:21][C:18]2[CH:17]=[CH:16][CH:15]=[CH:20][CH:19]=2)=[CH:31][N:6]2[C:5]3[CH:7]=[CH:8][CH:9]=[CH:10][C:4]=3[S:3][C:2]=12, predict the reactants needed to synthesize it. The reactants are: [NH2:1][C:2]1[S:3][C:4]2[CH:10]=[CH:9][CH:8]=[CH:7][C:5]=2[N:6]=1.BrCC([C:15]1[CH:20]=[CH:19][C:18]([N+:21]([O-])=O)=[CH:17][CH:16]=1)=O.O.OS(O)(=O)=O.[CH2:30](O)[CH3:31].